Dataset: Full USPTO retrosynthesis dataset with 1.9M reactions from patents (1976-2016). Task: Predict the reactants needed to synthesize the given product. The reactants are: [CH2:1]([CH:8]1[CH2:13][CH2:12][N:11]([C:14](=[O:18])[C:15]([OH:17])=O)[CH2:10][CH2:9]1)[C:2]1[CH:7]=[CH:6][CH:5]=[CH:4][CH:3]=1.[NH2:19][C:20]1[CH:25]=[CH:24][C:23]([NH:26][S:27]([CH3:30])(=[O:29])=[O:28])=[CH:22][CH:21]=1. Given the product [CH2:1]([CH:8]1[CH2:9][CH2:10][N:11]([C:14](=[O:18])[C:15]([NH:19][C:20]2[CH:25]=[CH:24][C:23]([NH:26][S:27]([CH3:30])(=[O:29])=[O:28])=[CH:22][CH:21]=2)=[O:17])[CH2:12][CH2:13]1)[C:2]1[CH:3]=[CH:4][CH:5]=[CH:6][CH:7]=1, predict the reactants needed to synthesize it.